The task is: Predict which catalyst facilitates the given reaction.. This data is from Catalyst prediction with 721,799 reactions and 888 catalyst types from USPTO. (1) Reactant: [C:1]([O:5][C:6]([NH:8][N:9]1[CH2:14][C:13](/[CH:15]=[N:16]/[OH:17])=[N:12][N:11]([C:18]([O:20][C:21]([CH3:24])([CH3:23])[CH3:22])=[O:19])[C:10]1=[O:25])=[O:7])([CH3:4])([CH3:3])[CH3:2].[Cl:26]N1C(=O)CCC1=O. Product: [C:1]([O:5][C:6]([NH:8][N:9]1[CH2:14][C:13](/[C:15](/[Cl:26])=[N:16]/[OH:17])=[N:12][N:11]([C:18]([O:20][C:21]([CH3:24])([CH3:23])[CH3:22])=[O:19])[C:10]1=[O:25])=[O:7])([CH3:4])([CH3:3])[CH3:2]. The catalyst class is: 3. (2) Reactant: [C:1]([C:3]1[CH:8]=[CH:7][C:6]([NH:9][C:10](=[O:26])[C:11]([OH:25])([CH3:24])[CH2:12][S:13][C:14]2[C:23]3[C:18](=[CH:19][CH:20]=[CH:21][CH:22]=3)[CH:17]=[CH:16][CH:15]=2)=[CH:5][C:4]=1[C:27]([F:30])([F:29])[F:28])#[N:2].OO.FC(F)(F)C(OC(=O)C(F)(F)F)=[O:36].[OH2:46]. Product: [C:1]([C:3]1[CH:8]=[CH:7][C:6]([NH:9][C:10](=[O:26])[C:11]([OH:25])([CH3:24])[CH2:12][S:13]([C:14]2[C:23]3[C:18](=[CH:19][CH:20]=[CH:21][CH:22]=3)[CH:17]=[CH:16][CH:15]=2)(=[O:36])=[O:46])=[CH:5][C:4]=1[C:27]([F:29])([F:28])[F:30])#[N:2]. The catalyst class is: 614.